From a dataset of Full USPTO retrosynthesis dataset with 1.9M reactions from patents (1976-2016). Predict the reactants needed to synthesize the given product. (1) Given the product [Cl:39][C:32]1[CH:31]=[C:30]([C:27]2[CH:28]=[CH:29][N:25]([C@H:23]([CH3:24])[CH2:22][NH:21][C:10]([C:8]3[N:9]=[C:5]([C:2]([OH:1])([CH3:3])[CH3:4])[N:6]([CH2:13][O:14][CH2:15][CH2:16][Si:17]([CH3:20])([CH3:19])[CH3:18])[CH:7]=3)=[O:12])[N:26]=2)[CH:37]=[C:36]([F:38])[C:33]=1[C:34]#[N:35], predict the reactants needed to synthesize it. The reactants are: [OH:1][C:2]([C:5]1[N:6]([CH2:13][O:14][CH2:15][CH2:16][Si:17]([CH3:20])([CH3:19])[CH3:18])[CH:7]=[C:8]([C:10]([OH:12])=O)[N:9]=1)([CH3:4])[CH3:3].[NH2:21][CH2:22][C@H:23]([N:25]1[CH:29]=[CH:28][C:27]([C:30]2[CH:37]=[C:36]([F:38])[C:33]([C:34]#[N:35])=[C:32]([Cl:39])[CH:31]=2)=[N:26]1)[CH3:24]. (2) Given the product [F:17][C:18]([F:23])([F:22])[C:19]([O:21][CH2:2][CH2:3][CH2:4][CH2:5][C:7]1[CH:16]=[CH:15][C:10]2[NH:11][C:12](=[O:14])[O:13][C:9]=2[CH:8]=1)=[O:20], predict the reactants needed to synthesize it. The reactants are: Br[CH2:2][CH2:3][CH2:4][C:5]([C:7]1[CH:16]=[CH:15][C:10]2[NH:11][C:12](=[O:14])[O:13][C:9]=2[CH:8]=1)=O.[F:17][C:18]([F:23])([F:22])[C:19]([OH:21])=[O:20].C([SiH](CC)CC)C. (3) The reactants are: C([O-])=O.[NH4+].[F:5][C:6]([F:28])([F:27])[CH:7]([NH:17][C:18]1[CH:23]=[CH:22][CH:21]=[C:20]([N+:24]([O-])=O)[CH:19]=1)[CH2:8][NH:9][C:10](=[O:16])[O:11][C:12]([CH3:15])([CH3:14])[CH3:13]. Given the product [NH2:24][C:20]1[CH:19]=[C:18]([NH:17][CH:7]([C:6]([F:5])([F:27])[F:28])[CH2:8][NH:9][C:10](=[O:16])[O:11][C:12]([CH3:15])([CH3:13])[CH3:14])[CH:23]=[CH:22][CH:21]=1, predict the reactants needed to synthesize it. (4) Given the product [CH3:1][O:2][C:3](=[O:25])[C:4]1[C:9]([F:10])=[CH:8][C:7]([N:30]2[CH2:31][CH2:32][N:27]([CH3:26])[CH2:28][CH2:29]2)=[CH:6][C:5]=1[NH:12][C:13](=[O:24])[CH2:14][C:15]1[CH:23]=[CH:22][C:18]2[O:19][CH2:20][O:21][C:17]=2[CH:16]=1, predict the reactants needed to synthesize it. The reactants are: [CH3:1][O:2][C:3](=[O:25])[C:4]1[C:9]([F:10])=[CH:8][C:7](F)=[CH:6][C:5]=1[NH:12][C:13](=[O:24])[CH2:14][C:15]1[CH:23]=[CH:22][C:18]2[O:19][CH2:20][O:21][C:17]=2[CH:16]=1.[CH3:26][N:27]1[CH2:32][CH2:31][NH:30][CH2:29][CH2:28]1. (5) Given the product [F:13][C:14]1[CH:47]=[CH:46][CH:45]=[C:44]([F:48])[C:15]=1[CH2:16][N:17]1[C:25](=[O:26])[N:24]([C:27]([O:29][C:30]([CH3:33])([CH3:32])[CH3:31])=[O:28])[C:23]2[C:18]1=[N:19][C:20]([N:34]1[C:35]3[CH:40]=[C:39]([C:41]#[N:42])[CH:38]=[CH:37][C:36]=3[N:43]=[CH:2]1)=[N:21][CH:22]=2, predict the reactants needed to synthesize it. The reactants are: O.[C:2]1(C)C=CC(S(O)(=O)=O)=CC=1.[F:13][C:14]1[CH:47]=[CH:46][CH:45]=[C:44]([F:48])[C:15]=1[CH2:16][N:17]1[C:25](=[O:26])[N:24]([C:27]([O:29][C:30]([CH3:33])([CH3:32])[CH3:31])=[O:28])[C:23]2[C:18]1=[N:19][C:20]([NH:34][C:35]1[CH:40]=[C:39]([C:41]#[N:42])[CH:38]=[CH:37][C:36]=1[NH2:43])=[N:21][CH:22]=2.C(OC)(OC)OC.